From a dataset of Merck oncology drug combination screen with 23,052 pairs across 39 cell lines. Regression. Given two drug SMILES strings and cell line genomic features, predict the synergy score measuring deviation from expected non-interaction effect. (1) Drug 1: COC1=C2CC(C)CC(OC)C(O)C(C)C=C(C)C(OC(N)=O)C(OC)C=CC=C(C)C(=O)NC(=CC1=O)C2=O. Drug 2: Cn1cc(-c2cnn3c(N)c(Br)c(C4CCCNC4)nc23)cn1. Cell line: LOVO. Synergy scores: synergy=6.96. (2) Drug 1: CN1C(=O)C=CC2(C)C3CCC4(C)C(NC(=O)OCC(F)(F)F)CCC4C3CCC12. Drug 2: CCN(CC)CCNC(=O)c1c(C)[nH]c(C=C2C(=O)Nc3ccc(F)cc32)c1C. Cell line: A427. Synergy scores: synergy=6.13.